From a dataset of Catalyst prediction with 721,799 reactions and 888 catalyst types from USPTO. Predict which catalyst facilitates the given reaction. (1) Reactant: [H-].[Na+].C(OC([C:8]1[C:12]([C:13]2[CH:18]=[CH:17][C:16]([Cl:19])=[CH:15][CH:14]=2)=[CH:11][S:10][C:9]=1[NH:20][C:21](=[O:28])[CH2:22][C:23]([O:25]CC)=O)=O)C.Cl. Product: [Cl:19][C:16]1[CH:15]=[CH:14][C:13]([C:12]2[C:8]3[C:23]([OH:25])=[CH:22][C:21](=[O:28])[NH:20][C:9]=3[S:10][CH:11]=2)=[CH:18][CH:17]=1. The catalyst class is: 702. (2) Reactant: [OH:1][C:2]1[CH:7]=[CH:6][C:5]([NH:8][N:9]=[C:10]([CH3:16])[C:11]([O:13][CH2:14][CH3:15])=[O:12])=[C:4]([N+:17]([O-:19])=[O:18])[CH:3]=1.C(=O)([O-])[O-].[K+].[K+].CN(C)C=O.Br[CH2:32][CH2:33][CH2:34][O:35][CH3:36]. Product: [CH3:36][O:35][CH2:34][CH2:33][CH2:32][O:1][C:2]1[CH:7]=[CH:6][C:5]([NH:8][N:9]=[C:10]([CH3:16])[C:11]([O:13][CH2:14][CH3:15])=[O:12])=[C:4]([N+:17]([O-:19])=[O:18])[CH:3]=1. The catalyst class is: 6. (3) Reactant: [Br:1][C:2]1[C:3]([N:12]2[CH2:17][CH2:16][N:15]([CH2:18][C:19]3[N:20]=[C:21]([CH:24]([CH3:26])[CH3:25])[O:22][CH:23]=3)[CH2:14][CH2:13]2)=[C:4]([N+:9]([O-])=O)[C:5]([NH2:8])=[N:6][CH:7]=1.CCO.[O:30]1[CH2:35][CH2:34][N:33]([CH2:36][C:37]2[CH:44]=[CH:43][C:40]([CH:41]=O)=[CH:39][CH:38]=2)[CH2:32][CH2:31]1.[O-]S(S([O-])=O)=O.[Na+].[Na+]. Product: [Br:1][C:2]1[C:3]([N:12]2[CH2:17][CH2:16][N:15]([CH2:18][C:19]3[N:20]=[C:21]([CH:24]([CH3:26])[CH3:25])[O:22][CH:23]=3)[CH2:14][CH2:13]2)=[C:4]2[N:9]=[C:41]([C:40]3[CH:39]=[CH:38][C:37]([CH2:36][N:33]4[CH2:34][CH2:35][O:30][CH2:31][CH2:32]4)=[CH:44][CH:43]=3)[NH:8][C:5]2=[N:6][CH:7]=1. The catalyst class is: 3.